Dataset: Full USPTO retrosynthesis dataset with 1.9M reactions from patents (1976-2016). Task: Predict the reactants needed to synthesize the given product. (1) The reactants are: [C:1]1(=[O:6])[CH2:5][CH2:4][CH2:3][CH2:2]1.C([O-])([O-])=O.[Na+].[Na+].[F:13][C:14]([F:27])([F:26])[S:15](O[S:15]([C:14]([F:27])([F:26])[F:13])(=[O:17])=[O:16])(=[O:17])=[O:16]. Given the product [C:1]1([O:6][S:15]([C:14]([F:27])([F:26])[F:13])(=[O:17])=[O:16])[CH2:5][CH2:4][CH2:3][CH:2]=1, predict the reactants needed to synthesize it. (2) Given the product [CH2:11]([N:9]1[CH:10]=[C:6]([C:4]([OH:5])=[O:3])[N:7]=[C:8]1[C:13]1[C:22]2[C:17](=[CH:18][CH:19]=[CH:20][CH:21]=2)[CH:16]=[CH:15][CH:14]=1)[CH3:12], predict the reactants needed to synthesize it. The reactants are: C([O:3][C:4]([C:6]1[N:7]=[C:8]([C:13]2[C:22]3[C:17](=[CH:18][CH:19]=[CH:20][CH:21]=3)[CH:16]=[CH:15][CH:14]=2)[N:9]([CH2:11][CH3:12])[CH:10]=1)=[O:5])C.[OH-].[Li+]. (3) Given the product [NH:20]1[CH2:24][CH2:23][C:22]2([C:5]3[NH:6][C:7]4[C:12](=[CH:11][CH:10]=[CH:9][CH:8]=4)[C:4]=3[CH2:3][CH2:2][NH:1]2)[CH2:21]1, predict the reactants needed to synthesize it. The reactants are: [NH2:1][CH2:2][CH2:3][C:4]1[C:12]2[C:7](=[CH:8][CH:9]=[CH:10][CH:11]=2)[NH:6][CH:5]=1.C([N:20]1[CH2:24][CH2:23][C:22](=O)[CH2:21]1)(OC(C)(C)C)=O.Cl.O1CCOCC1. (4) Given the product [CH3:17][S:18][C:2]1[CH:3]=[CH:4][C:5]([N+:14]([O-:16])=[O:15])=[C:6]([CH2:8][C:9]([O:11][CH2:12][CH3:13])=[O:10])[CH:7]=1, predict the reactants needed to synthesize it. The reactants are: F[C:2]1[CH:3]=[CH:4][C:5]([N+:14]([O-:16])=[O:15])=[C:6]([CH2:8][C:9]([O:11][CH2:12][CH3:13])=[O:10])[CH:7]=1.[CH3:17][S-:18].[Na+].O. (5) Given the product [Br-:2].[OH:38][C@@H:36]([C@H:35]1[C:34](=[O:39])[N:19]2[C:20]([C:21]([O-:23])=[O:22])=[C:16]([C:14]3[S:13][C:12]4=[C:41]([S:42][CH3:43])[N:9]([CH2:8][C:7]5[CH:6]=[CH:5][C:4]([CH2:3][N+:48]6[CH:49]=[CH:50][S:46][CH:47]=6)=[CH:45][CH:44]=5)[CH:10]=[N+:11]4[CH:15]=3)[C@H:17]([CH3:40])[C@H:18]12)[CH3:37], predict the reactants needed to synthesize it. The reactants are: [Br-].[Br:2][CH2:3][C:4]1[CH:45]=[CH:44][C:7]([CH2:8][N:9]2[C:41]([S:42][CH3:43])=[C:12]3[S:13][C:14]([C:16]4[C@H:17]([CH3:40])[C@@H:18]5[C@@H:35]([C@H:36]([OH:38])[CH3:37])[C:34](=[O:39])[N:19]5[C:20]=4[C:21]([O:23]CC4C=CC([N+]([O-])=O)=CC=4)=[O:22])=[CH:15][N+:11]3=[CH:10]2)=[CH:6][CH:5]=1.[S:46]1[CH:50]=[CH:49][N:48]=[CH:47]1. (6) Given the product [CH3:32][O:33][C:34](=[O:39])[CH:35]([OH:38])[CH2:36][NH:37][CH2:2][C:3](=[O:4])[N:5]1[C:13]2[C:8](=[CH:9][C:10]([O:14][CH2:15][C:16]3[S:17][C:18]([C:27]([F:30])([F:29])[F:28])=[C:19]([C:21]4[CH:26]=[CH:25][CH:24]=[CH:23][CH:22]=4)[CH:20]=3)=[CH:11][CH:12]=2)[CH2:7][CH2:6]1, predict the reactants needed to synthesize it. The reactants are: Cl[CH2:2][C:3]([N:5]1[C:13]2[C:8](=[CH:9][C:10]([O:14][CH2:15][C:16]3[S:17][C:18]([C:27]([F:30])([F:29])[F:28])=[C:19]([C:21]4[CH:26]=[CH:25][CH:24]=[CH:23][CH:22]=4)[CH:20]=3)=[CH:11][CH:12]=2)[CH2:7][CH2:6]1)=[O:4].Cl.[CH3:32][O:33][C:34](=[O:39])[CH:35]([OH:38])[CH2:36][NH2:37].CCN(C(C)C)C(C)C. (7) Given the product [N:39]1([C:21]([C:18]2[CH:19]=[C:20]3[C:15](=[CH:16][CH:17]=2)[CH:14]=[N:13][CH:12]=[C:11]3[C:8]2[CH:9]=[CH:10][C:4]3[NH:3][S:2](=[O:24])(=[O:1])[CH2:6][C:5]=3[CH:7]=2)=[O:23])[CH2:38][CH2:37][CH2:34]1, predict the reactants needed to synthesize it. The reactants are: [O:1]=[S:2]1(=[O:24])[CH2:6][C:5]2[CH:7]=[C:8]([C:11]3[C:20]4[C:15](=[CH:16][CH:17]=[C:18]([C:21]([OH:23])=O)[CH:19]=4)[CH:14]=[N:13][CH:12]=3)[CH:9]=[CH:10][C:4]=2[NH:3]1.CN(C(ON1N=NC2C=[CH:37][CH:38]=[N:39][C:34]1=2)=[N+](C)C)C.F[P-](F)(F)(F)(F)F.N1CCC1.CCN(C(C)C)C(C)C.